This data is from Forward reaction prediction with 1.9M reactions from USPTO patents (1976-2016). The task is: Predict the product of the given reaction. (1) Given the reactants [O:1]1[CH2:6][CH2:5][N:4]([C:7]2[CH:15]=[CH:14][C:10]([C:11]([O-:13])=O)=[CH:9][CH:8]=2)[CH2:3][CH2:2]1.[NH2:16][C:17]1[CH:45]=[CH:44][C:20]2[N:21]=[C:22]([C:24]3[CH:29]=[CH:28][C:27]([N:30]4[CH2:35][CH2:34][CH:33]([CH2:36][CH2:37][N:38]5[CH2:43][CH2:42][O:41][CH2:40][CH2:39]5)[CH2:32][CH2:31]4)=[CH:26][CH:25]=3)[NH:23][C:19]=2[CH:18]=1, predict the reaction product. The product is: [O:41]1[CH2:42][CH2:43][N:38]([CH2:37][CH2:36][CH:33]2[CH2:32][CH2:31][N:30]([C:27]3[CH:26]=[CH:25][C:24]([C:22]4[NH:21][C:20]5[CH:44]=[CH:45][C:17]([NH:16][C:11](=[O:13])[C:10]6[CH:9]=[CH:8][C:7]([N:4]7[CH2:3][CH2:2][O:1][CH2:6][CH2:5]7)=[CH:15][CH:14]=6)=[CH:18][C:19]=5[N:23]=4)=[CH:29][CH:28]=3)[CH2:35][CH2:34]2)[CH2:39][CH2:40]1. (2) Given the reactants [O:1]=[C:2]1[C:10](=O)[C:9]2[C:4](=[CH:5][CH:6]=[CH:7][CH:8]=2)[N:3]1[CH2:12][C:13]([NH2:15])=[O:14], predict the reaction product. The product is: [O:1]=[C:2]1[CH2:10][C:9]2[C:4](=[CH:5][CH:6]=[CH:7][CH:8]=2)[N:3]1[CH2:12][C:13]([NH2:15])=[O:14]. (3) Given the reactants C([N:14]1[CH2:17][CH:16]([O:18][C:19]2[C:27]3[NH:26][C:25](=[O:28])[N:24]([CH2:29][C:30]4[CH:35]=[CH:34][CH:33]=[CH:32][CH:31]=4)[C:23]=3[CH:22]=[CH:21][CH:20]=2)[CH2:15]1)(C1C=CC=CC=1)C1C=CC=CC=1.ClC(OC(Cl)C)=O, predict the reaction product. The product is: [NH:14]1[CH2:17][CH:16]([O:18][C:19]2[C:27]3[NH:26][C:25](=[O:28])[N:24]([CH2:29][C:30]4[CH:31]=[CH:32][CH:33]=[CH:34][CH:35]=4)[C:23]=3[CH:22]=[CH:21][CH:20]=2)[CH2:15]1. (4) Given the reactants F[C:2]1[CH:7]=[CH:6][C:5]([C:8]2[O:9][C:10]3[CH:16]=[CH:15][CH:14]=[CH:13][C:11]=3[N:12]=2)=[CH:4][C:3]=1[N+:17]([O-])=O.C(=O)([O-])O.[Na+].[C:25]12([NH2:35])[CH2:34][CH:29]3[CH2:30][CH:31]([CH2:33][CH:27]([CH2:28]3)[CH2:26]1)[CH2:32]2.[H][H], predict the reaction product. The product is: [C:25]12([NH:35][C:2]3[CH:7]=[CH:6][C:5]([C:8]4[O:9][C:10]5[CH:16]=[CH:15][CH:14]=[CH:13][C:11]=5[N:12]=4)=[CH:4][C:3]=3[NH2:17])[CH2:32][CH:31]3[CH2:30][CH:29]([CH2:28][CH:27]([CH2:33]3)[CH2:26]1)[CH2:34]2. (5) Given the reactants [OH:1][C:2]1[CH:7]=[C:6]([O:8][CH3:9])[CH:5]=[CH:4][C:3]=1[C:10](=[O:12])[CH3:11].O=[C:14]1[CH2:17][CH:16]([C:18]([O:20][CH3:21])=[O:19])[CH2:15]1.N1CCCC1, predict the reaction product. The product is: [CH3:9][O:8][C:6]1[CH:7]=[C:2]2[C:3]([C:10](=[O:12])[CH2:11][C:14]3([O:1]2)[CH2:17][CH:16]([C:18]([O:20][CH3:21])=[O:19])[CH2:15]3)=[CH:4][CH:5]=1. (6) Given the reactants [Cl:1][C:2]1[C:3]([C:8]2[CH:9]=[C:10]3[C:14](=[CH:15][CH:16]=2)[NH:13][N:12]=[C:11]3[N:17]2[C:25](=[O:26])[C:24]3[C:19](=[CH:20][CH:21]=[CH:22][CH:23]=3)[C:18]2=[O:27])=[N:4][CH:5]=[CH:6][CH:7]=1.[H-].[Na+].Cl[CH2:31][O:32][CH2:33][CH2:34][Si:35]([CH3:38])([CH3:37])[CH3:36].[Cl-].[NH4+], predict the reaction product. The product is: [Cl:1][C:2]1[C:3]([C:8]2[CH:9]=[C:10]3[C:14](=[CH:15][CH:16]=2)[N:13]([CH2:31][O:32][CH2:33][CH2:34][Si:35]([CH3:38])([CH3:37])[CH3:36])[N:12]=[C:11]3[N:17]2[C:18](=[O:27])[C:19]3[C:24](=[CH:23][CH:22]=[CH:21][CH:20]=3)[C:25]2=[O:26])=[N:4][CH:5]=[CH:6][CH:7]=1. (7) Given the reactants C[O:2][C:3](=O)/[CH:4]=[CH:5]/[C:6]1[CH:11]=[CH:10][CH:9]=[C:8]([F:12])[CH:7]=1.[H-].C([Al+]CC(C)C)C(C)C, predict the reaction product. The product is: [F:12][C:8]1[CH:7]=[C:6]([CH:11]=[CH:10][CH:9]=1)/[CH:5]=[CH:4]/[CH2:3][OH:2].